From a dataset of Experimentally validated miRNA-target interactions with 360,000+ pairs, plus equal number of negative samples. Binary Classification. Given a miRNA mature sequence and a target amino acid sequence, predict their likelihood of interaction. The miRNA is hsa-miR-4678 with sequence AAGGUAUUGUUCAGACUUAUGA. The protein sequence of the target gene is MRLSPVSLRLSRGPALLALALPLAAALAFSDETLDKVTKSEGYCSRILRAQGTRREGYTEFSLRVEGDPDFYKPGSSYRVTLSAAPPSYFRGFTLIALKENQEGDKEEDHAGTFQIIDEEETQFMSNCPVAVTESTPRRRTRIQVFWIAPPTGTGCVILKASIVQKRIIYFQDEGSLTKKLCEQDPTLDGVTDRPILDCCACGTAKYRLTFYGNWSEKTHPKDYPRRANHWSAIIGGSHSKNYVLWEYGGYASEGVKQVAELGSPVKMEEEIRQQSDEVLTVIKAKAQWPAWQPVNVRAA.... Result: 0 (no interaction).